This data is from Full USPTO retrosynthesis dataset with 1.9M reactions from patents (1976-2016). The task is: Predict the reactants needed to synthesize the given product. (1) Given the product [CH3:20][C:14]1([CH3:21])[CH2:13][C:12]2[S:11][C:10]3[C:9](=[O:22])[N:8]([C:4]4[C:3]([CH:23]=[O:24])=[C:2]([C:30]5[CH:29]=[C:28]([NH:41][C:42]6[CH:47]=[CH:46][C:45]([N:48]7[CH2:53][CH2:52][N:51]([CH:54]8[CH2:55][O:56][CH2:57]8)[CH2:50][C@@H:49]7[CH3:58])=[CH:44][N:43]=6)[C:27](=[O:59])[N:26]([CH3:25])[CH:31]=5)[CH:7]=[CH:6][N:5]=4)[N:19]=[CH:18][C:17]=3[C:16]=2[CH2:15]1, predict the reactants needed to synthesize it. The reactants are: Cl[C:2]1[CH:7]=[CH:6][N:5]=[C:4]([N:8]2[N:19]=[CH:18][C:17]3[C:16]4[CH2:15][C:14]([CH3:21])([CH3:20])[CH2:13][C:12]=4[S:11][C:10]=3[C:9]2=[O:22])[C:3]=1[CH:23]=[O:24].[CH3:25][N:26]1[CH:31]=[C:30](B2OC(C)(C)C(C)(C)O2)[CH:29]=[C:28]([NH:41][C:42]2[CH:47]=[CH:46][C:45]([N:48]3[CH2:53][CH2:52][N:51]([CH:54]4[CH2:57][O:56][CH2:55]4)[CH2:50][C@@H:49]3[CH3:58])=[CH:44][N:43]=2)[C:27]1=[O:59]. (2) Given the product [N:16]1[CH:21]=[CH:20][CH:19]=[CH:18][C:17]=1[N:22]1[CH2:23][CH2:24][CH:25]([CH2:28][NH:29][S:2]([C:5]2[CH:14]=[CH:13][C:8]([C:9]([O:11][CH3:12])=[O:10])=[CH:7][CH:6]=2)(=[O:4])=[O:3])[CH2:26][CH2:27]1, predict the reactants needed to synthesize it. The reactants are: Cl[S:2]([C:5]1[CH:14]=[CH:13][C:8]([C:9]([O:11][CH3:12])=[O:10])=[CH:7][CH:6]=1)(=[O:4])=[O:3].Cl.[N:16]1[CH:21]=[CH:20][CH:19]=[CH:18][C:17]=1[N:22]1[CH2:27][CH2:26][CH:25]([CH2:28][NH2:29])[CH2:24][CH2:23]1. (3) Given the product [C:1]([O:5][C:6]([NH:7][N:8]=[CH:10][CH2:11][CH2:12][CH2:13][CH3:14])=[O:9])([CH3:4])([CH3:3])[CH3:2], predict the reactants needed to synthesize it. The reactants are: [C:1]([O:5][C:6](=[O:9])[NH:7][NH2:8])([CH3:4])([CH3:3])[CH3:2].[CH3:10][CH2:11][CH2:12][CH2:13][CH2:14]C. (4) Given the product [NH2:22][CH2:21][CH2:20][CH2:19][N:14]([CH2:15][CH2:16][CH2:17][NH2:18])[CH2:13][CH2:12][CH2:11][CH2:10][CH2:9][CH2:8][CH2:7][CH2:6][N:5]([CH2:23][CH2:24][CH2:25][NH2:26])[CH2:4][CH2:3][CH2:1][NH2:2], predict the reactants needed to synthesize it. The reactants are: [C:1]([CH2:3][CH2:4][N:5]([CH2:23][CH2:24][C:25]#[N:26])[CH2:6][CH2:7][CH2:8][CH2:9][CH2:10][CH2:11][CH2:12][CH2:13][N:14]([CH2:19][CH2:20][C:21]#[N:22])[CH2:15][CH2:16][C:17]#[N:18])#[N:2].CCO.C1COCC1. (5) Given the product [OH:28][CH2:29][C:30]1[CH:35]=[C:34]([C:2]2[CH:11]=[C:10]([C:12]([NH:14][C:15]3[C:25]([CH3:26])=[CH:24][C:18]([C:19]([O:21][CH2:22][CH3:23])=[O:20])=[CH:17][C:16]=3[CH3:27])=[O:13])[C:9]3[C:4](=[CH:5][CH:6]=[CH:7][CH:8]=3)[N:3]=2)[CH:33]=[CH:32][CH:31]=1, predict the reactants needed to synthesize it. The reactants are: Cl[C:2]1[CH:11]=[C:10]([C:12]([NH:14][C:15]2[C:25]([CH3:26])=[CH:24][C:18]([C:19]([O:21][CH2:22][CH3:23])=[O:20])=[CH:17][C:16]=2[CH3:27])=[O:13])[C:9]2[C:4](=[CH:5][CH:6]=[CH:7][CH:8]=2)[N:3]=1.[OH:28][CH2:29][C:30]1[CH:31]=[C:32](B(O)O)[CH:33]=[CH:34][CH:35]=1.C([O-])([O-])=O.[K+].[K+].C(Cl)Cl.